Dataset: Catalyst prediction with 721,799 reactions and 888 catalyst types from USPTO. Task: Predict which catalyst facilitates the given reaction. (1) Reactant: [Br:1][C:2]1[CH:11]=[CH:10][C:9]([O:12][CH:13]2[CH2:18][CH2:17][NH:16][CH2:15][CH2:14]2)=[C:8]2[C:3]=1[CH:4]=[N:5][C:6]([NH:19][C:20]1[CH:28]=[CH:27][C:23]([C:24](O)=[O:25])=[CH:22][C:21]=1[O:29][CH3:30])=[N:7]2.N[CH:32]1[CH2:37][CH2:36][N:35]([CH3:38])[CH2:34][CH2:33]1.C[N:40](C(ON1N=NC2C=CC=NC1=2)=[N+](C)C)C.F[P-](F)(F)(F)(F)F.CCN(C(C)C)C(C)C. Product: [Br:1][C:2]1[CH:11]=[CH:10][C:9]([O:12][CH:13]2[CH2:14][CH2:15][NH:16][CH2:17][CH2:18]2)=[C:8]2[C:3]=1[CH:4]=[N:5][C:6]([NH:19][C:20]1[CH:28]=[CH:27][C:23]([C:24]([NH:40][CH:36]3[CH2:37][CH2:32][CH2:33][CH2:34][N:35]3[CH3:38])=[O:25])=[CH:22][C:21]=1[O:29][CH3:30])=[N:7]2. The catalyst class is: 37. (2) Reactant: [CH3:1][C:2]1[CH:7]=[CH:6][CH:5]=[C:4]([C:8]#[C:9][CH:10]=[C:11]2[CH2:16][CH2:15][NH:14][CH2:13][CH2:12]2)[N:3]=1.[CH3:17][CH:18]1[CH2:22][CH2:21][C:20](=O)[C:19]1=[O:24].C(O)(=O)C. Product: [CH3:17][CH:18]1[C:19](=[O:24])[C:20]([N:14]2[CH2:13][CH2:12][C:11](=[CH:10][C:9]#[C:8][C:4]3[CH:5]=[CH:6][CH:7]=[C:2]([CH3:1])[N:3]=3)[CH2:16][CH2:15]2)=[CH:21][CH2:22]1. The catalyst class is: 8. (3) Reactant: Cl.Cl.[CH3:3][NH:4][CH2:5][CH:6]([C:8]1[CH:9]=[N:10][CH:11]=[CH:12][CH:13]=1)[OH:7].[H-].[Na+].[O:16]1[C:20]2[CH:21]=[CH:22][CH:23]=[CH:24][C:19]=2[CH:18]=[C:17]1[C:25]1[N:29]2[N:30]=[C:31](Cl)[CH:32]=[CH:33][C:28]2=[N:27][CH:26]=1. Product: [O:16]1[C:20]2[CH:21]=[CH:22][CH:23]=[CH:24][C:19]=2[CH:18]=[C:17]1[C:25]1[N:29]2[N:30]=[C:31]([N:4]([CH3:3])[CH2:5][CH:6]([C:8]3[CH:9]=[N:10][CH:11]=[CH:12][CH:13]=3)[OH:7])[CH:32]=[CH:33][C:28]2=[N:27][CH:26]=1. The catalyst class is: 3. (4) Reactant: CON(C)[C:4]([C:6]1[N:7]=[C:8]([C@@H:11]2[CH2:16][N:15]3[CH2:17][CH2:18][CH2:19][C@H:14]3[CH2:13][N:12]2[C:20]([O:22][C:23]([CH3:26])([CH3:25])[CH3:24])=[O:21])[S:9][CH:10]=1)=[O:5].Br[Mg][C:30]1[CH:35]=[CH:34][C:33]([F:36])=[CH:32][CH:31]=1.[Cl-].[NH4+]. Product: [F:36][C:33]1[CH:34]=[CH:35][C:30]([C:4]([C:6]2[N:7]=[C:8]([C@@H:11]3[CH2:16][N:15]4[CH2:17][CH2:18][CH2:19][C@H:14]4[CH2:13][N:12]3[C:20]([O:22][C:23]([CH3:26])([CH3:25])[CH3:24])=[O:21])[S:9][CH:10]=2)=[O:5])=[CH:31][CH:32]=1. The catalyst class is: 7.